Predict the reaction yield, written as a fraction of the theoretical maximum amount of product (1.0 means a 100% yield; for example, 0.34 means a 34% yield). From a dataset of Reaction yield outcomes from USPTO patents with 853,638 reactions. (1) The reactants are [F:1][C:2]1[CH:9]=[C:8]([OH:10])[CH:7]=[CH:6][C:3]=1[C:4]#N.[OH-:11].[Na+].Cl.[OH2:14]. No catalyst specified. The product is [F:1][C:2]1[CH:9]=[C:8]([OH:10])[CH:7]=[CH:6][C:3]=1[C:4]([OH:14])=[O:11]. The yield is 1.00. (2) The reactants are [Cl:1][C:2]1[CH:7]=[C:6]([F:8])[CH:5]=[C:4]([Cl:9])[C:3]=1[N:10]1[CH:19]=[C:13]2[CH:14]=[N:15][CH:16]=[C:17]([F:18])[C:12]2=[N:11]1.C1C=C(Cl)C=C(C(OO)=[O:28])C=1. The catalyst is C(Cl)Cl. The product is [Cl:1][C:2]1[CH:7]=[C:6]([F:8])[CH:5]=[C:4]([Cl:9])[C:3]=1[N:10]1[CH:19]=[C:13]2[CH:14]=[N+:15]([O-:28])[CH:16]=[C:17]([F:18])[C:12]2=[N:11]1. The yield is 0.840.